This data is from Full USPTO retrosynthesis dataset with 1.9M reactions from patents (1976-2016). The task is: Predict the reactants needed to synthesize the given product. (1) Given the product [Cl:1][C:2]1[CH:7]=[C:6]([O:8][C:9]2[CH:14]=[CH:13][C:12]([NH:15][C:25]([NH:24][C:21]3[CH:22]=[CH:23][C:18]([CH2:16][CH3:17])=[CH:19][CH:20]=3)=[O:26])=[CH:11][CH:10]=2)[CH:5]=[CH:4][N:3]=1, predict the reactants needed to synthesize it. The reactants are: [Cl:1][C:2]1[CH:7]=[C:6]([O:8][C:9]2[CH:14]=[CH:13][C:12]([NH2:15])=[CH:11][CH:10]=2)[CH:5]=[CH:4][N:3]=1.[CH2:16]([C:18]1[CH:23]=[CH:22][C:21]([N:24]=[C:25]=[O:26])=[CH:20][CH:19]=1)[CH3:17]. (2) The reactants are: C([O:3][C:4]([C:6]1[NH:7][C:8]2[C:13]([CH:14]=1)=[CH:12][C:11]([N+:15]([O-])=O)=[CH:10][CH:9]=2)=O)C.[AlH4-].[Li+].O.[OH-].[Na+]. Given the product [NH2:15][C:11]1[CH:12]=[C:13]2[C:8](=[CH:9][CH:10]=1)[NH:7][C:6]([CH2:4][OH:3])=[CH:14]2, predict the reactants needed to synthesize it. (3) Given the product [CH2:1]([O:3][C:4]1[CH:9]=[CH:8][C:7]([C:10]2[CH:18]=[CH:17][CH:16]=[C:15]3[C:11]=2[CH2:12][CH2:13][C:14]3=[O:19])=[C:6]([O:20][CH2:29][CH2:30][CH3:31])[C:5]=1[O:21][CH3:22])[CH3:2], predict the reactants needed to synthesize it. The reactants are: [CH2:1]([O:3][C:4]1[CH:9]=[CH:8][C:7]([C:10]2[CH:18]=[CH:17][CH:16]=[C:15]3[C:11]=2[CH2:12][CH2:13][C:14]3=[O:19])=[C:6]([OH:20])[C:5]=1[O:21][CH3:22])[CH3:2].C(=O)([O-])[O-].[K+].[K+].[CH2:29](Br)[CH2:30][CH3:31].